This data is from NCI-60 drug combinations with 297,098 pairs across 59 cell lines. The task is: Regression. Given two drug SMILES strings and cell line genomic features, predict the synergy score measuring deviation from expected non-interaction effect. (1) Drug 1: CC12CCC3C(C1CCC2=O)CC(=C)C4=CC(=O)C=CC34C. Drug 2: C1=CC(=CC=C1CCCC(=O)O)N(CCCl)CCCl. Cell line: NCI-H322M. Synergy scores: CSS=15.6, Synergy_ZIP=-7.82, Synergy_Bliss=-0.548, Synergy_Loewe=-26.4, Synergy_HSA=-2.65. (2) Drug 1: CC1=C(C=C(C=C1)NC2=NC=CC(=N2)N(C)C3=CC4=NN(C(=C4C=C3)C)C)S(=O)(=O)N.Cl. Drug 2: CC1=C2C(C(=O)C3(C(CC4C(C3C(C(C2(C)C)(CC1OC(=O)C(C(C5=CC=CC=C5)NC(=O)OC(C)(C)C)O)O)OC(=O)C6=CC=CC=C6)(CO4)OC(=O)C)OC)C)OC. Cell line: SR. Synergy scores: CSS=70.2, Synergy_ZIP=1.74, Synergy_Bliss=1.74, Synergy_Loewe=-0.382, Synergy_HSA=3.08. (3) Drug 1: CCCS(=O)(=O)NC1=C(C(=C(C=C1)F)C(=O)C2=CNC3=C2C=C(C=N3)C4=CC=C(C=C4)Cl)F. Drug 2: C1CN(CCN1C(=O)CCBr)C(=O)CCBr. Cell line: A549. Synergy scores: CSS=35.0, Synergy_ZIP=-9.16, Synergy_Bliss=0.278, Synergy_Loewe=-3.08, Synergy_HSA=-0.756. (4) Drug 1: C1=C(C(=O)NC(=O)N1)F. Drug 2: CN1C(=O)N2C=NC(=C2N=N1)C(=O)N. Cell line: NCI-H522. Synergy scores: CSS=6.80, Synergy_ZIP=-7.71, Synergy_Bliss=-9.46, Synergy_Loewe=-26.3, Synergy_HSA=-14.1. (5) Drug 1: C1CCC(C1)C(CC#N)N2C=C(C=N2)C3=C4C=CNC4=NC=N3. Drug 2: CC12CCC3C(C1CCC2O)C(CC4=C3C=CC(=C4)O)CCCCCCCCCS(=O)CCCC(C(F)(F)F)(F)F. Cell line: HOP-62. Synergy scores: CSS=1.57, Synergy_ZIP=0.0557, Synergy_Bliss=3.13, Synergy_Loewe=1.75, Synergy_HSA=1.29. (6) Drug 1: CS(=O)(=O)C1=CC(=C(C=C1)C(=O)NC2=CC(=C(C=C2)Cl)C3=CC=CC=N3)Cl. Drug 2: COC1=C(C=C2C(=C1)N=CN=C2NC3=CC(=C(C=C3)F)Cl)OCCCN4CCOCC4. Cell line: HCT-15. Synergy scores: CSS=70.7, Synergy_ZIP=12.2, Synergy_Bliss=14.7, Synergy_Loewe=-9.35, Synergy_HSA=15.9. (7) Drug 1: CC1=C2C(C(=O)C3(C(CC4C(C3C(C(C2(C)C)(CC1OC(=O)C(C(C5=CC=CC=C5)NC(=O)OC(C)(C)C)O)O)OC(=O)C6=CC=CC=C6)(CO4)OC(=O)C)OC)C)OC. Drug 2: COCCOC1=C(C=C2C(=C1)C(=NC=N2)NC3=CC=CC(=C3)C#C)OCCOC.Cl. Cell line: SNB-19. Synergy scores: CSS=47.1, Synergy_ZIP=5.54, Synergy_Bliss=5.89, Synergy_Loewe=-21.5, Synergy_HSA=7.60.